From a dataset of Forward reaction prediction with 1.9M reactions from USPTO patents (1976-2016). Predict the product of the given reaction. (1) Given the reactants [O:1]1[CH2:5][CH2:4][O:3][C:2]1([CH2:8][OH:9])[CH2:6][OH:7].[C:10]([CH2:14][C:15]([O:17][CH3:18])=[O:16])(=O)[CH2:11][CH3:12].C(OCC)(OCC)OCC.C(=O)([O-])O.[Na+], predict the reaction product. The product is: [CH2:11]([C:10]1([CH2:14][C:15]([O:17][CH3:18])=[O:16])[O:9][CH2:8][C:2]2([O:3][CH2:4][CH2:5][O:1]2)[CH2:6][O:7]1)[CH3:12]. (2) Given the reactants [CH3:1][N:2]1[C:10]2[C:5](=[CH:6][CH:7]=[CH:8][CH:9]=2)[C:4]([CH3:11])=[C:3]1[C:12]([NH:14][C@H:15]([C:19]([NH:21][CH:22]([C:31](=[O:34])[CH2:32][F:33])[CH2:23][C:24]([O:26]C(C)(C)C)=[O:25])=[O:20])[CH:16]([CH3:18])[CH3:17])=[O:13].FC(F)(F)C(O)=O, predict the reaction product. The product is: [CH3:1][N:2]1[C:10]2[C:5](=[CH:6][CH:7]=[CH:8][CH:9]=2)[C:4]([CH3:11])=[C:3]1[C:12]([NH:14][C@H:15]([C:19]([NH:21][CH:22]([C:31](=[O:34])[CH2:32][F:33])[CH2:23][C:24]([OH:26])=[O:25])=[O:20])[CH:16]([CH3:17])[CH3:18])=[O:13]. (3) Given the reactants [Cl:1][C:2]1[N:7]=[C:6](Cl)[CH:5]=[CH:4][N:3]=1.[NH2:9][C:10]([CH3:14])([CH3:13])[CH2:11][OH:12], predict the reaction product. The product is: [Cl:1][C:2]1[N:7]=[C:6]([NH:9][C:10]([CH3:14])([CH3:13])[CH2:11][OH:12])[CH:5]=[CH:4][N:3]=1. (4) Given the reactants CC(N=NC(C#N)(C)C)(C#N)C.[Cl:13][C:14]1[N:19]=[C:18]2[S:20][N:21]=[C:22]([CH3:23])[C:17]2=[CH:16][CH:15]=1.[Br:24]NC(=O)CCC(N)=O, predict the reaction product. The product is: [Br:24][CH2:23][C:22]1[C:17]2[C:18](=[N:19][C:14]([Cl:13])=[CH:15][CH:16]=2)[S:20][N:21]=1.